Dataset: Catalyst prediction with 721,799 reactions and 888 catalyst types from USPTO. Task: Predict which catalyst facilitates the given reaction. Reactant: [NH2:1][C:2]1[CH:21]=[CH:20][C:5]([CH2:6][CH:7]2[CH2:12][CH2:11][N:10]([C:13]([O:15][C:16]([CH3:19])([CH3:18])[CH3:17])=[O:14])[CH2:9][CH2:8]2)=[CH:4][C:3]=1[F:22].Cl[C:24](OC1C=CC([N+]([O-])=O)=CC=1)=[O:25].[CH3:36][C:37]([NH2:41])([CH3:40])[CH2:38][NH2:39].C(N(CC)CC)C. Product: [NH2:41][C:37]([CH3:40])([CH3:36])[CH2:38][NH:39][C:24](=[O:25])[NH:1][C:2]1[CH:21]=[CH:20][C:5]([CH2:6][CH:7]2[CH2:8][CH2:9][N:10]([C:13]([O:15][C:16]([CH3:19])([CH3:17])[CH3:18])=[O:14])[CH2:11][CH2:12]2)=[CH:4][C:3]=1[F:22]. The catalyst class is: 7.